Dataset: Forward reaction prediction with 1.9M reactions from USPTO patents (1976-2016). Task: Predict the product of the given reaction. (1) Given the reactants [CH2:1]([O:8][CH2:9][CH2:10][NH:11][C:12](=[O:18])[C:13]([CH3:17])([CH3:16])[CH2:14][OH:15])[C:2]1[CH:7]=[CH:6][CH:5]=[CH:4][CH:3]=1.[NH2:19][C:20]1[CH:27]=[CH:26][CH:25]=[C:24](F)[C:21]=1[C:22]#[N:23], predict the reaction product. The product is: [NH2:19][C:20]1[C:21]([C:22]#[N:23])=[C:24]([CH:25]=[CH:26][CH:27]=1)[O:15][CH2:14][C:13]([CH3:16])([CH3:17])[C:12]([NH:11][CH2:10][CH2:9][O:8][CH2:1][C:2]1[CH:7]=[CH:6][CH:5]=[CH:4][CH:3]=1)=[O:18]. (2) Given the reactants [CH3:1][O:2][C:3]([C:5]1[CH:6]=[C:7]([NH:11][CH2:12][C:13]2[CH:14]=[N:15][CH:16]=[CH:17][CH:18]=2)[CH:8]=[CH:9][CH:10]=1)=[O:4].[CH2:19]([S:21](Cl)(=[O:23])=[O:22])[CH3:20].C(=O)([O-])[O-].[K+].[K+], predict the reaction product. The product is: [CH3:1][O:2][C:3]([C:5]1[CH:6]=[C:7]([N:11]([CH2:12][C:13]2[CH:14]=[N:15][CH:16]=[CH:17][CH:18]=2)[S:21]([CH2:19][CH3:20])(=[O:23])=[O:22])[CH:8]=[CH:9][CH:10]=1)=[O:4]. (3) Given the reactants [CH2:1]1[C:3]2([CH2:7][C:6](=[O:8])[O:5][CH2:4]2)[CH2:2]1.CN(C)C(=O)C.[CH3:15][O-:16].[Na+].[Cl-].[NH4+], predict the reaction product. The product is: [CH3:15][O:16][C:6](=[O:8])[CH2:7][C:3]1([CH2:4][OH:5])[CH2:1][CH2:2]1. (4) The product is: [CH3:29][N:30]([CH3:40])[C:31]1[N:36]=[CH:35][C:34]([C:2]2[CH:3]=[C:4]([C:14]([NH:16][CH2:17][C:18]3[C:19](=[O:28])[NH:20][C:21]([CH3:27])=[CH:22][C:23]=3[CH2:24][CH2:25][CH3:26])=[O:15])[C:5]3[CH:6]=[N:7][N:8]([CH:11]([CH3:12])[CH3:13])[C:9]=3[CH:10]=2)=[CH:33][CH:32]=1. Given the reactants Br[C:2]1[CH:3]=[C:4]([C:14]([NH:16][CH2:17][C:18]2[C:19](=[O:28])[NH:20][C:21]([CH3:27])=[CH:22][C:23]=2[CH2:24][CH2:25][CH3:26])=[O:15])[C:5]2[CH:6]=[N:7][N:8]([CH:11]([CH3:13])[CH3:12])[C:9]=2[CH:10]=1.[CH3:29][N:30]([CH3:40])[C:31]1[N:36]=[CH:35][C:34](B(O)O)=[CH:33][CH:32]=1, predict the reaction product. (5) Given the reactants [Na].[CH3:2][O:3][C:4]([C@H:6]1[CH2:12][CH:11]2[CH:9]([CH2:10]2)[CH2:8][C@H:7]1[C:13]([OH:15])=[O:14])=[O:5].Cl, predict the reaction product. The product is: [CH3:2][O:3][C:4]([C@@H:6]1[CH2:12][CH:11]2[CH:9]([CH2:10]2)[CH2:8][C@H:7]1[C:13]([OH:15])=[O:14])=[O:5]. (6) Given the reactants [NH2:1][C:2]1[C:11]2[CH:10]=[CH:9][CH:8]=[C:7](Br)[C:6]=2[N:5]=[C:4]2[CH2:13][N:14]([CH:17]3[CH2:20][CH2:19][CH2:18]3)[C:15](=[O:16])[C:3]=12.B(O)O.[CH3:24][O:25][C:26]1[CH:31]=[CH:30][C:29]([O:32][CH3:33])=[CH:28][C:27]=1B(O)O, predict the reaction product. The product is: [NH2:1][C:2]1[C:11]2[CH:10]=[CH:9][CH:8]=[C:7]([C:30]3[CH:31]=[C:26]([O:25][CH3:24])[CH:27]=[CH:28][C:29]=3[O:32][CH3:33])[C:6]=2[N:5]=[C:4]2[CH2:13][N:14]([CH:17]3[CH2:20][CH2:19][CH2:18]3)[C:15](=[O:16])[C:3]=12. (7) The product is: [O:13]1[CH:14]=[CH:15][C:11]([C:9]2[O:16][C:6]([C:5]3[CH:17]=[CH:18][CH:19]=[C:3]([O:2][CH3:1])[CH:4]=3)=[CH:7][N:8]=2)=[CH:12]1. Given the reactants [CH3:1][O:2][C:3]1[CH:4]=[C:5]([CH:17]=[CH:18][CH:19]=1)[C:6](=[O:16])[CH2:7][N-:8][C:9]([C:11]1[CH:15]=[CH:14][O:13][CH:12]=1)=O.P(Cl)(Cl)(Cl)=O, predict the reaction product. (8) The product is: [Cl:9][C:5]1[N:4]=[CH:3][N:2]([CH3:1])[C:6]=1[CH2:7][OH:8]. Given the reactants [CH3:1][N:2]1[C:6]([CH2:7][OH:8])=[CH:5][N:4]=[CH:3]1.[Cl:9]N1C(=O)CCC1=O, predict the reaction product.